Predict the reactants needed to synthesize the given product. From a dataset of Full USPTO retrosynthesis dataset with 1.9M reactions from patents (1976-2016). (1) Given the product [C:6]([OH:7])(=[O:5])[CH3:8].[Cl:23][C:20]1[CH:21]=[CH:22][C:13]([O:12][C@H:10]2[CH2:9][C@H:8]([C:6]([OH:7])=[O:5])[CH2:11]2)=[C:14]2[C:19]=1[NH:18][C:17](=[O:24])[NH:16][C:15]12[CH2:29][CH2:28][CH2:27][CH2:26][CH2:25]1, predict the reactants needed to synthesize it. The reactants are: C([O:5][C:6]([C@H:8]1[CH2:11][C@H:10]([O:12][C:13]2[CH:22]=[CH:21][C:20]([Cl:23])=[C:19]3[C:14]=2[C:15]2([CH2:29][CH2:28][CH2:27][CH2:26][CH2:25]2)[NH:16][C:17](=[O:24])[NH:18]3)[CH2:9]1)=[O:7])(C)(C)C.Br.O. (2) Given the product [CH3:11][N:17]([CH:18]=[C:19]1[C:20]2[C:6](=[N:22][CH:23]=[CH:24][CH:25]=2)[NH:7][C:8]1=[O:9])[CH3:21], predict the reactants needed to synthesize it. The reactants are: P(Cl)(Cl)(Cl)=O.[CH3:6][N:7](C)[CH:8]=[O:9].[C:11]1([N:17]2[C:21]3=[N:22][CH:23]=[CH:24][CH:25]=[C:20]3[CH2:19][C:18]2=O)C=CC=CC=1.[OH-].[NH4+]. (3) The reactants are: [I:1][C:2]1[CH:3]=[C:4]2[C:9](=[CH:10][CH:11]=1)[NH:8][CH:7]=[C:6]([C:12]([O:14][CH2:15][CH3:16])=[O:13])[C:5]2=[O:17].C(=O)([O-])[O-].[K+].[K+].[CH:24]1([CH2:27]Br)[CH2:26][CH2:25]1. Given the product [CH:24]1([CH2:27][N:8]2[C:9]3[C:4](=[CH:3][C:2]([I:1])=[CH:11][CH:10]=3)[C:5](=[O:17])[C:6]([C:12]([O:14][CH2:15][CH3:16])=[O:13])=[CH:7]2)[CH2:26][CH2:25]1, predict the reactants needed to synthesize it. (4) Given the product [CH3:13][C:8]1[CH:9]=[CH:10][CH:11]=[C:12]2[C:7]=1[CH2:6][CH2:5][CH:4]2[NH2:1], predict the reactants needed to synthesize it. The reactants are: [N:1]([CH:4]1[C:12]2[C:7](=[C:8]([CH3:13])[CH:9]=[CH:10][CH:11]=2)[CH2:6][CH2:5]1)=[N+]=[N-].C1(P(C2C=CC=CC=2)C2C=CC=CC=2)C=CC=CC=1.Cl. (5) Given the product [F:46][C:47]([F:57])([F:58])[C:48]1[CH:53]=[CH:52][CH:51]=[CH:50][C:49]=1[CH2:54][CH2:55][O:25][C:20]1[CH:21]=[CH:22][CH:23]=[C:24]2[C:19]=1[CH:18]=[CH:17][N:16]2[CH2:15][CH2:14][C:13]([OH:12])=[O:26], predict the reactants needed to synthesize it. The reactants are: [O].N1C2C(=CC=CC=2)C=C1.C[O:12][C:13](=[O:26])[CH2:14][CH2:15][N:16]1[C:24]2[C:19](=[C:20]([OH:25])[CH:21]=[CH:22][CH:23]=2)[CH:18]=[CH:17]1.C1(P(C2C=CC=CC=2)C2C=CC=CC=2)C=CC=CC=1.[F:46][C:47]([F:58])([F:57])[C:48]1[CH:53]=[CH:52][CH:51]=[CH:50][C:49]=1[CH2:54][CH2:55]O.N(C(OCC)=O)=NC(OCC)=O. (6) Given the product [F:12][As-:13]([F:18])([F:17])([F:16])([F:15])[F:14].[CH2:2]([N+:4]1([CH2:9][O:10][CH3:11])[CH2:8][CH2:7][CH2:6][CH2:5]1)[CH3:3], predict the reactants needed to synthesize it. The reactants are: [Cl-].[CH2:2]([N+:4]1([CH2:9][O:10][CH3:11])[CH2:8][CH2:7][CH2:6][CH2:5]1)[CH3:3].[F:12][As-:13]([F:18])([F:17])([F:16])([F:15])[F:14].[Li+].C(Cl)(Cl)Cl.